This data is from NCI-60 drug combinations with 297,098 pairs across 59 cell lines. The task is: Regression. Given two drug SMILES strings and cell line genomic features, predict the synergy score measuring deviation from expected non-interaction effect. (1) Drug 1: C1C(C(OC1N2C=NC3=C(N=C(N=C32)Cl)N)CO)O. Drug 2: C(=O)(N)NO. Cell line: NCI-H460. Synergy scores: CSS=1.56, Synergy_ZIP=-2.91, Synergy_Bliss=-1.35, Synergy_Loewe=-17.5, Synergy_HSA=-5.46. (2) Cell line: HCT-15. Synergy scores: CSS=22.6, Synergy_ZIP=-5.65, Synergy_Bliss=-3.41, Synergy_Loewe=-1.51, Synergy_HSA=-1.65. Drug 1: C1CCN(CC1)CCOC2=CC=C(C=C2)C(=O)C3=C(SC4=C3C=CC(=C4)O)C5=CC=C(C=C5)O. Drug 2: CC1C(C(CC(O1)OC2CC(CC3=C2C(=C4C(=C3O)C(=O)C5=C(C4=O)C(=CC=C5)OC)O)(C(=O)CO)O)N)O.Cl. (3) Drug 1: C1=NC2=C(N=C(N=C2N1C3C(C(C(O3)CO)O)O)F)N. Drug 2: CC=C1C(=O)NC(C(=O)OC2CC(=O)NC(C(=O)NC(CSSCCC=C2)C(=O)N1)C(C)C)C(C)C. Cell line: LOX IMVI. Synergy scores: CSS=37.3, Synergy_ZIP=-1.71, Synergy_Bliss=-5.43, Synergy_Loewe=-64.1, Synergy_HSA=-3.58. (4) Drug 1: CS(=O)(=O)OCCCCOS(=O)(=O)C. Drug 2: CCC1(C2=C(COC1=O)C(=O)N3CC4=CC5=C(C=CC(=C5CN(C)C)O)N=C4C3=C2)O.Cl. Cell line: NCI-H460. Synergy scores: CSS=45.6, Synergy_ZIP=0.186, Synergy_Bliss=3.12, Synergy_Loewe=-18.0, Synergy_HSA=3.28.